From a dataset of Full USPTO retrosynthesis dataset with 1.9M reactions from patents (1976-2016). Predict the reactants needed to synthesize the given product. (1) The reactants are: [CH2:1]([O:8][C:9]1[C:10]([C:18]([O:20][CH3:21])=[O:19])=[N:11][NH:12][C:13]=1[C:14]([O:16][CH3:17])=[O:15])[C:2]1[CH:7]=[CH:6][CH:5]=[CH:4][CH:3]=1.F[C:23]1[CH:28]=[CH:27][CH:26]=[CH:25][C:24]=1[N+:29]([O-:31])=[O:30].C([O-])([O-])=O.[Cs+].[Cs+]. Given the product [CH2:1]([O:8][C:9]1[C:13]([C:14]([O:16][CH3:17])=[O:15])=[N:12][N:11]([C:23]2[CH:28]=[CH:27][CH:26]=[CH:25][C:24]=2[N+:29]([O-:31])=[O:30])[C:10]=1[C:18]([O:20][CH3:21])=[O:19])[C:2]1[CH:7]=[CH:6][CH:5]=[CH:4][CH:3]=1, predict the reactants needed to synthesize it. (2) Given the product [Cl:1][C:2]1[CH:7]=[CH:6][C:5]([C@@H:8]([CH2:9][NH:10][CH:18]([CH3:20])[CH3:19])[C:21]([N:23]2[CH2:28][CH2:27][N:26]([C:29]3[C:34]([C:35]4[CH:40]=[CH:39][CH:38]=[CH:37][CH:36]=4)=[CH:33][N:32]=[C:31]4[NH:41][CH:42]=[C:43]([CH3:44])[C:30]=34)[CH2:25][CH2:24]2)=[O:22])=[CH:4][CH:3]=1, predict the reactants needed to synthesize it. The reactants are: [Cl:1][C:2]1[CH:7]=[CH:6][C:5]([C@H:8]([C:21]([N:23]2[CH2:28][CH2:27][N:26]([C:29]3[C:34]([C:35]4[CH:40]=[CH:39][CH:38]=[CH:37][CH:36]=4)=[CH:33][N:32]=[C:31]4[NH:41][CH:42]=[C:43]([CH3:44])[C:30]=34)[CH2:25][CH2:24]2)=[O:22])[CH2:9][N:10]([CH:18]([CH3:20])[CH3:19])C(=O)OC(C)(C)C)=[CH:4][CH:3]=1.C(O)(C(F)(F)F)=O.C1(N)C(F)=C(F)C(F)=C(N)C=1F.Cl.Cl. (3) Given the product [O:33]=[C:57]1[CH2:54][CH2:53][C:58](=[O:59])[N:56]1[O:24][C:23]([C:21]1[NH:20][C:10]2[N:11]=[C:12]([C:14]3[CH:19]=[CH:18][CH:17]=[CH:16][CH:15]=3)[N:13]=[C:8]([NH:7][CH2:6][CH2:5][NH:4][C:1](=[O:3])[CH3:2])[C:9]=2[CH:22]=1)=[O:25], predict the reactants needed to synthesize it. The reactants are: [C:1]([NH:4][CH2:5][CH2:6][NH:7][C:8]1[C:9]2[CH:22]=[C:21]([C:23]([OH:25])=[O:24])[NH:20][C:10]=2[N:11]=[C:12]([C:14]2[CH:19]=[CH:18][CH:17]=[CH:16][CH:15]=2)[N:13]=1)(=[O:3])[CH3:2].CN(C([O:33]N1N=NC2C=CC=CC1=2)=[N+](C)C)C.[B-](F)(F)(F)F.C(N([CH2:53][CH3:54])CC)C.C[N:56]([CH:58]=[O:59])[CH3:57]. (4) Given the product [Br:18][C:15]1[CH:14]=[CH:13][C:12]([CH:8]2[NH:7][C:3]3([CH2:4][CH2:5][O:1][CH2:2]3)[NH:11][C:9]2=[O:10])=[CH:17][CH:16]=1, predict the reactants needed to synthesize it. The reactants are: [O:1]1[CH2:5][CH2:4][C:3](=O)[CH2:2]1.[NH2:7][CH:8]([C:12]1[CH:17]=[CH:16][C:15]([Br:18])=[CH:14][CH:13]=1)[C:9]([NH2:11])=[O:10]. (5) Given the product [CH3:15][O:14][C:9]1[CH:8]=[C:7]2[C:12]([CH:13]=[C:5]([C:3]([OH:2])=[O:4])[N:6]2[CH2:17][C:18]2[C:27]3[C:22](=[CH:23][CH:24]=[CH:25][CH:26]=3)[CH:21]=[CH:20][CH:19]=2)=[CH:11][CH:10]=1, predict the reactants needed to synthesize it. The reactants are: C[O:2][C:3]([C:5]1[NH:6][C:7]2[C:12]([CH:13]=1)=[CH:11][CH:10]=[C:9]([O:14][CH3:15])[CH:8]=2)=[O:4].Br[CH2:17][C:18]1[C:27]2[C:22](=[CH:23][CH:24]=[CH:25][CH:26]=2)[CH:21]=[CH:20][CH:19]=1. (6) Given the product [ClH:36].[CH3:1][C:2]1[C:7]([O:8][C:9]2[C:10]([NH:22][C:23]3[S:27][N:26]=[C:25]([C@@:28]([OH:29])([CH3:35])[CH2:32][OH:31])[N:24]=3)=[N:11][CH:12]=[C:13]([S:15][C:16]3[CH:21]=[CH:20][CH:19]=[CH:18][N:17]=3)[CH:14]=2)=[CH:6][CH:5]=[CH:4][N:3]=1, predict the reactants needed to synthesize it. The reactants are: [CH3:1][C:2]1[C:7]([O:8][C:9]2[C:10]([NH:22][C:23]3[S:27][N:26]=[C:25]([C@@:28]4([CH3:35])[CH2:32][O:31]C(C)(C)[O:29]4)[N:24]=3)=[N:11][CH:12]=[C:13]([S:15][C:16]3[CH:21]=[CH:20][CH:19]=[CH:18][N:17]=3)[CH:14]=2)=[CH:6][CH:5]=[CH:4][N:3]=1.[ClH:36]. (7) Given the product [OH:8][CH2:7][C:6]1[NH:1][C:2](=[O:10])[CH:3]=[CH:4][CH:5]=1, predict the reactants needed to synthesize it. The reactants are: [NH:1]1[C:6]([C:7](O)=[O:8])=[CH:5][CH:4]=[CH:3][C:2]1=[O:10].COCCOC.[H-].[Al+3].[Li+].[H-].[H-].[H-].C(O)(=O)C. (8) The reactants are: [NH2:1][C@H:2]1[CH2:8][CH2:7][CH2:6][N:5]([C:9]2[N:13]([CH3:14])[N:12]=[CH:11][C:10]=2[NH:15][C:16]([C:18]2[N:19]=[C:20]([C:31]3[C:36]([F:37])=[CH:35][CH:34]=[CH:33][C:32]=3[F:38])[S:21][C:22]=2[NH:23][C:24](=[O:30])[O:25][C:26]([CH3:29])([CH3:28])[CH3:27])=[O:17])[CH2:4][CH2:3]1.I[CH2:40][C:41]1([CH3:45])[CH2:44][O:43][CH2:42]1.C(=O)([O-])[O-].[K+].[K+].O. Given the product [F:38][C:32]1[CH:33]=[CH:34][CH:35]=[C:36]([F:37])[C:31]=1[C:20]1[S:21][C:22]([NH:23][C:24](=[O:30])[O:25][C:26]([CH3:29])([CH3:28])[CH3:27])=[C:18]([C:16](=[O:17])[NH:15][C:10]2[CH:11]=[N:12][N:13]([CH3:14])[C:9]=2[N:5]2[CH2:6][CH2:7][CH2:8][C@@H:2]([NH:1][CH2:40][C:41]3([CH3:45])[CH2:44][O:43][CH2:42]3)[CH2:3][CH2:4]2)[N:19]=1, predict the reactants needed to synthesize it. (9) Given the product [CH3:1][O:2][C:3]([C:5]1[NH:6][C:7]([C:32]2[C:41]3[C:36](=[CH:37][CH:38]=[CH:39][CH:40]=3)[CH:35]=[N:34][CH:33]=2)=[CH:8][CH:9]=1)=[O:4], predict the reactants needed to synthesize it. The reactants are: [CH3:1][O:2][C:3]([C:5]1[NH:6][C:7](Br)=[CH:8][CH:9]=1)=[O:4].C1([As](C2C=CC=CC=2)C2C=CC=CC=2)C=CC=CC=1.C[Sn](C)(C)[C:32]1[C:41]2[C:36](=[CH:37][CH:38]=[CH:39][CH:40]=2)[CH:35]=[N:34][CH:33]=1. (10) Given the product [CH2:7]([C:9]1[C:20]([CH2:21][C:5]#[N:6])=[C:12]2[C:13]3[CH2:19][CH2:18][O:17][C:14]=3[CH:15]=[CH:16][N:11]2[N:10]=1)[CH3:8], predict the reactants needed to synthesize it. The reactants are: C[Si]([C:5]#[N:6])(C)C.[CH2:7]([C:9]1[C:20]([CH2:21]O)=[C:12]2[C:13]3[CH2:19][CH2:18][O:17][C:14]=3[CH:15]=[CH:16][N:11]2[N:10]=1)[CH3:8].